From a dataset of Full USPTO retrosynthesis dataset with 1.9M reactions from patents (1976-2016). Predict the reactants needed to synthesize the given product. Given the product [CH3:5][CH2:4][C:1]([O:6][C:7]1[CH:12]=[CH:11][C:10]([OH:16])=[CH:9][CH:8]=1)([CH3:3])[CH3:2], predict the reactants needed to synthesize it. The reactants are: [C:1]([O:6][C:7]1[CH:12]=[CH:11][C:10](Cl)=[CH:9][CH:8]=1)([CH2:4][CH3:5])([CH3:3])[CH3:2].[Mg].B(OC)(OC)[O:16]C.OO.